The task is: Predict the reactants needed to synthesize the given product.. This data is from Full USPTO retrosynthesis dataset with 1.9M reactions from patents (1976-2016). (1) Given the product [CH3:1][O:2][C:3]1[CH:4]=[C:5]2[C:10](=[CH:11][C:12]=1[O:13][CH3:14])[N:9]=[CH:8][CH:7]=[C:6]2[O:15][C:16]1[CH:21]=[CH:20][C:19]([C:22]2[N:27]=[CH:26][C:25]([N:28]([CH3:39])[C:29]3[CH:30]=[CH:31][CH:32]=[CH:33][CH:34]=3)=[CH:24][CH:23]=2)=[CH:18][C:17]=1[F:35], predict the reactants needed to synthesize it. The reactants are: [CH3:1][O:2][C:3]1[CH:4]=[C:5]2[C:10](=[CH:11][C:12]=1[O:13][CH3:14])[N:9]=[CH:8][CH:7]=[C:6]2[O:15][C:16]1[CH:21]=[CH:20][C:19]([C:22]2[N:27]=[CH:26][C:25]([NH:28][C:29]3[CH:34]=[CH:33][CH:32]=[CH:31][CH:30]=3)=[CH:24][CH:23]=2)=[CH:18][C:17]=1[F:35].[H-].[Na+].I[CH3:39]. (2) Given the product [NH2:1][CH2:2][CH2:3][N:4]([CH2:8][CH2:9][NH2:10])[CH2:5][CH2:6][NH2:7].[CH2:11]([CH:13]1[O:15][CH2:14]1)[Cl:12], predict the reactants needed to synthesize it. The reactants are: [NH2:1][CH2:2][CH2:3][N:4]([CH2:8][CH2:9][NH2:10])[CH2:5][CH2:6][NH2:7].[CH2:11]([CH:13]1[O:15][CH2:14]1)[Cl:12]. (3) Given the product [N:1]1[C:8]([NH2:9])=[N:7][C:5]([NH2:6])=[N:4][C:2]=1[NH2:3].[CH3:10][C:11]1[N:16]=[C:15]([NH2:17])[N:14]=[C:13]([NH2:18])[N:12]=1, predict the reactants needed to synthesize it. The reactants are: [N:1]1[C:8]([NH2:9])=[N:7][C:5]([NH2:6])=[N:4][C:2]=1[NH2:3].[CH3:10][C:11]1[N:16]=[C:15]([NH2:17])[N:14]=[C:13]([NH2:18])[N:12]=1.C=O.[OH-].[Na+]. (4) Given the product [CH3:60][N:59]([CH3:61])[CH2:58][CH2:57][CH2:56][S:53]([N:50]1[CH2:49][CH2:48][CH:47]([C:38]2[C:37]3[C:41](=[C:42]([C:44]([NH2:46])=[O:45])[CH:43]=[C:35]([C:25]4[CH:24]=[CH:23][CH:22]=[C:21]([CH2:31][OH:32])[CH:20]=4)[CH:36]=3)[NH:40][CH:39]=2)[CH2:52][CH2:51]1)(=[O:55])=[O:54], predict the reactants needed to synthesize it. The reactants are: N1(CCS(N2CCC(C3[C:25]4[C:20](=[C:21]([C:31](N)=[O:32])[CH:22]=[C:23](C5C=CSC=5)[CH:24]=4)NC=3)CC2)(=O)=O)CCCC1.Br[C:35]1[CH:36]=[C:37]2[C:41](=[C:42]([C:44]([NH2:46])=[O:45])[CH:43]=1)[NH:40][CH:39]=[C:38]2[CH:47]1[CH2:52][CH2:51][N:50]([S:53]([CH2:56][CH2:57][CH2:58][N:59]([CH3:61])[CH3:60])(=[O:55])=[O:54])[CH2:49][CH2:48]1.OCC1C=C(B(O)O)C=CC=1.C(=O)([O-])[O-].[Cs+].[Cs+]. (5) Given the product [N:1]1([C:6]2[N:11]=[CH:10][C:9]([C:12]3[CH2:13][C:14]([C:19]4[CH:24]=[C:23]([Cl:25])[CH:22]=[C:21]([Cl:26])[CH:20]=4)([C:15]([F:18])([F:17])[F:16])[O:28][N:31]=3)=[CH:8][CH:7]=2)[CH:5]=[N:4][CH:3]=[N:2]1, predict the reactants needed to synthesize it. The reactants are: [N:1]1([C:6]2[N:11]=[CH:10][C:9]([C:12](=O)[CH:13]=[C:14]([C:19]3[CH:24]=[C:23]([Cl:25])[CH:22]=[C:21]([Cl:26])[CH:20]=3)[C:15]([F:18])([F:17])[F:16])=[CH:8][CH:7]=2)[CH:5]=[N:4][CH:3]=[N:2]1.[OH-:28].[Na+].Cl.[NH2:31]O.Cl. (6) Given the product [Cl:18][C:12]1[CH:13]=[C:14]([Cl:17])[CH:15]=[CH:16][C:11]=1[C:6]1[C:5]([OH:19])=[C:4]([CH:1]=[CH:2][CH3:3])[CH:9]=[CH:8][C:7]=1[F:10], predict the reactants needed to synthesize it. The reactants are: [CH2:1]([C:4]1[CH:9]=[CH:8][C:7]([F:10])=[C:6]([C:11]2[CH:16]=[CH:15][C:14]([Cl:17])=[CH:13][C:12]=2[Cl:18])[C:5]=1[OH:19])[CH:2]=[CH2:3]. (7) Given the product [CH2:53]([N:55]([CH3:63])[CH:56]1[CH2:61][CH2:60][CH:59]([NH:62][C:33]([C:30]2[CH:31]=[CH:32][C:27]([C:24]3[CH:23]=[CH:22][C:21]([CH2:20][C@H:19]([NH:18][C:16]([C@H:13]4[CH2:14][CH2:15][C@H:10]([CH2:9][NH:8][C:6](=[O:7])[O:5][C:1]([CH3:2])([CH3:4])[CH3:3])[CH2:11][CH2:12]4)=[O:17])[C:37](=[O:50])[NH:38][C:39]4[CH:40]=[CH:41][C:42]([C:45]5[NH:49][N:48]=[N:47][N:46]=5)=[CH:43][CH:44]=4)=[CH:26][CH:25]=3)=[C:28]([CH3:36])[CH:29]=2)=[O:35])[CH2:58][CH2:57]1)[CH3:54], predict the reactants needed to synthesize it. The reactants are: [C:1]([O:5][C:6]([NH:8][CH2:9][C@H:10]1[CH2:15][CH2:14][C@H:13]([C:16]([NH:18][C@H:19]([C:37](=[O:50])[NH:38][C:39]2[CH:44]=[CH:43][C:42]([C:45]3[NH:49][N:48]=[N:47][N:46]=3)=[CH:41][CH:40]=2)[CH2:20][C:21]2[CH:26]=[CH:25][C:24]([C:27]3[CH:32]=[CH:31][C:30]([C:33]([OH:35])=O)=[CH:29][C:28]=3[CH3:36])=[CH:23][CH:22]=2)=[O:17])[CH2:12][CH2:11]1)=[O:7])([CH3:4])([CH3:3])[CH3:2].Cl.Cl.[CH2:53]([N:55]([CH3:63])[CH:56]1[CH2:61][CH2:60][CH:59]([NH2:62])[CH2:58][CH2:57]1)[CH3:54].C(NC(C)C)(C)C.CN(C(ON1N=NC2C=CC=NC1=2)=[N+](C)C)C.F[P-](F)(F)(F)(F)F. (8) Given the product [CH3:63][O:62][C:60]([CH:56]1[N:57]2[C:59](=[O:48])[CH:12]([NH:11][C:10](=[O:36])[CH:8]([N:7]([C:6]([O:5][C:1]([CH3:2])([CH3:3])[CH3:4])=[O:38])[CH3:37])[CH3:9])[CH2:13][CH2:14][CH2:52][N:53]2[CH2:54][CH2:55]1)=[O:61], predict the reactants needed to synthesize it. The reactants are: [C:1]([O:5][C:6](=[O:38])[N:7]([CH3:37])[CH:8]([C:10](=[O:36])[NH:11][CH:12]1C(=O)N2C(C(=O)NC3C4C(=CC=CC=4)CCC3)CCC2C[CH2:14][CH2:13]1)[CH3:9])([CH3:4])([CH3:3])[CH3:2].C1C=CC2N([OH:48])N=NC=2C=1.CCN=[C:52]=[N:53][CH2:54][CH2:55][CH2:56][N:57]([CH3:59])C.[C:60](N(C)[C@H](C(O)=O)C)([O:62][C:63](C)(C)C)=[O:61].C(N(C(C)C)C(C)C)C. (9) Given the product [CH:5]1[C:6]2[C:10]3[CH:11]=[CH:12][CH:13]=[CH:14][C:9]=3[S:8][C:7]=2[C:2]([N:38]2[C:37]3[CH:36]=[CH:35][C:34]([C:30]4[CH:31]=[CH:32][C:33]5[N:21]([C:15]6[CH:20]=[CH:19][CH:18]=[CH:17][CH:16]=6)[C:22]6[C:27]([C:28]=5[CH:29]=4)=[CH:26][CH:25]=[CH:24][CH:23]=6)=[CH:46][C:45]=3[C:44]3[C:39]2=[CH:40][CH:41]=[CH:42][CH:43]=3)=[CH:3][CH:4]=1, predict the reactants needed to synthesize it. The reactants are: Br[C:2]1[C:7]2[S:8][C:9]3[CH:14]=[CH:13][CH:12]=[CH:11][C:10]=3[C:6]=2[CH:5]=[CH:4][CH:3]=1.[C:15]1([N:21]2[C:33]3[CH:32]=[CH:31][C:30]([C:34]4[CH:35]=[CH:36][C:37]5[NH:38][C:39]6[C:44]([C:45]=5[CH:46]=4)=[CH:43][CH:42]=[CH:41][CH:40]=6)=[CH:29][C:28]=3[C:27]3[C:22]2=[CH:23][CH:24]=[CH:25][CH:26]=3)[CH:20]=[CH:19][CH:18]=[CH:17][CH:16]=1.CC(C)([O-])C.[Na+]. (10) Given the product [CH2:2]([C:7]1[S:8][C:9]2[CH:15]=[C:14]([N+:24]([O-:26])=[O:25])[CH:13]=[CH:12][C:10]=2[N:11]=1)[CH2:3][CH2:4][CH2:5][CH3:6], predict the reactants needed to synthesize it. The reactants are: Cl.[CH2:2]([C:7]1[S:8][C:9]2[CH:15]=[CH:14][CH:13]=[CH:12][C:10]=2[N:11]=1)[CH2:3][CH2:4][CH2:5][CH3:6].FC(F)(F)S(O)(=O)=O.[N+:24]([O-])([OH:26])=[O:25].O.